From a dataset of Full USPTO retrosynthesis dataset with 1.9M reactions from patents (1976-2016). Predict the reactants needed to synthesize the given product. (1) Given the product [CH3:1][CH:2]1[O:8][CH:7]([O:9][P:10]([O:13][P:14]([O:17][CH2:18][CH:19]2[O:23][CH:22]([N:24]3[C:28]4[NH:29][C:30]([NH2:34])=[N:31][C:32](=[O:33])[C:27]=4[N:26]=[CH:25]3)[CH:21]([OH:35])[CH:20]2[OH:36])([OH:16])=[O:15])([OH:12])=[O:11])[CH:6]([OH:37])[CH:5]([OH:38])[CH:3]1[OH:4], predict the reactants needed to synthesize it. The reactants are: [CH3:1][C@H:2]1[O:8][C@H:7]([O:9][P:10]([O:13][P:14]([O:17][CH2:18][C@H:19]2[O:23][C@@H:22]([N:24]3[C:28]4[NH:29][C:30]([NH2:34])=[N:31][C:32](=[O:33])[C:27]=4[N:26]=[CH:25]3)[C@H:21]([OH:35])[C@@H:20]2[OH:36])([OH:16])=[O:15])([OH:12])=[O:11])[C@@H:6]([OH:37])[C@@H:5]([OH:38])[C:3]1=[O:4].C1N([C@@H]2O[C@H](COP(OP(O[C@H]3O[C@H](CO)[C@@H](O)[C@H](O)[C@@H]3O)(O)=O)(O)=O)[C@@H](O)[C@H]2O)C2NC(N)=NC(=O)C=2N=1.O=C[C@@H]([C@H]([C@@H]([C@@H](CO)O)O)O)O.[Mg+2].[Cl-].[Cl-].C1N=C(N)C2N=CN([C@@H]3O[C@H](COP(OP(OC[C@H]4O[C@@H](N5C=C(C(N)=O)CC=C5)[C@H](O)[C@@H]4O)(O)=O)(O)=O)[C@@H](O)[C@H]3OP(O)(O)=O)C=2N=1. (2) Given the product [NH:22]1[CH2:23][CH:20]([C@@H:17]2[CH2:18][O:19][C:14]3[CH:13]=[CH:12][C:11]([C@H:4]([CH:1]4[CH2:2][CH2:3]4)[C@H:5]([CH3:10])[C:6]([O:8][CH3:9])=[O:7])=[CH:31][C:15]=3[O:16]2)[CH2:21]1, predict the reactants needed to synthesize it. The reactants are: [CH:1]1([C@@H:4]([C:11]2[CH:12]=[CH:13][C:14]3[O:19][CH2:18][C@@H:17]([CH:20]4[CH2:23][N:22](C(OC(C)(C)C)=O)[CH2:21]4)[O:16][C:15]=3[CH:31]=2)[C@H:5]([CH3:10])[C:6]([O:8][CH3:9])=[O:7])[CH2:3][CH2:2]1.C(O)(C(F)(F)F)=O.